This data is from Full USPTO retrosynthesis dataset with 1.9M reactions from patents (1976-2016). The task is: Predict the reactants needed to synthesize the given product. (1) Given the product [C:8]([O:18][CH2:17][C@@H:10]1[C@@H:11]([O:16][C:13](=[O:14])[CH3:12])[C@H:12]([OH:15])[C@H:13]([OH:14])[C@@H:8]([C:4]2[CH:5]=[CH:6][C:7]([C:6]3[CH:7]=[CH:2][CH:3]=[C:4]([C@@H:8]4[C@@H:13]([OH:14])[C@@H:12]([OH:15])[C@H:11]([OH:16])[C@@H:10]([CH2:17][OH:18])[O:9]4)[CH:5]=3)=[CH:2][CH:3]=2)[O:9]1)(=[O:9])[CH3:4], predict the reactants needed to synthesize it. The reactants are: Br[C:2]1[CH:3]=[C:4]([C@@H:8]2[C@@H:13]([OH:14])[C@@H:12]([OH:15])[C@H:11]([OH:16])[C@@H:10]([CH2:17][OH:18])[O:9]2)[CH:5]=[CH:6][CH:7]=1.C(Cl)Cl.P([O-])([O-])([O-])=O.[K+].[K+].[K+]. (2) Given the product [CH2:14]([O:21][C:22]1[C:23]([O:38][CH3:39])=[CH:24][C:25]([C:26]([O:28][CH2:29][C:30]2[CH:31]=[CH:32][CH:33]=[CH:34][CH:35]=2)=[O:27])=[C:36]([N+:10]([O-:13])=[O:11])[CH:37]=1)[C:15]1[CH:16]=[CH:17][CH:18]=[CH:19][CH:20]=1, predict the reactants needed to synthesize it. The reactants are: C(O)(=O)C.S(=O)(=O)(O)O.[N+:10]([O-:13])(O)=[O:11].[CH2:14]([O:21][C:22]1[CH:37]=[CH:36][C:25]([C:26]([O:28][CH2:29][C:30]2[CH:35]=[CH:34][CH:33]=[CH:32][CH:31]=2)=[O:27])=[CH:24][C:23]=1[O:38][CH3:39])[C:15]1[CH:20]=[CH:19][CH:18]=[CH:17][CH:16]=1. (3) Given the product [C:25]([Si:22]([O:29][C:30]1[CH:31]=[CH:32][CH:33]=[C:34]2[C:38]=1/[C:37](=[CH:40]/[C:41]1[CH:42]=[C:43]([O:49][CH3:50])[CH:44]=[C:45]([O:47][CH3:48])[CH:46]=1)/[CH2:36][CH2:35]2)([CH3:23])[CH3:24])([CH3:27])([CH3:26])[CH3:28].[C:62]([Si:66]([O:69][C:70]1[CH:78]=[CH:77][CH:76]=[C:75]2[C:71]=1[C:72]([CH2:79][C:80]1[CH:81]=[C:82]([O:88][CH3:89])[CH:83]=[C:84]([O:86][CH3:87])[CH:85]=1)=[CH:73][CH2:74]2)([CH3:67])[CH3:68])([CH3:64])([CH3:63])[CH3:65], predict the reactants needed to synthesize it. The reactants are: BrC1C=CC=C2C=1C(CC1C=C(OC)C=C(OC)C=1)=CC2.[Si:22]([O:29][C:30]1[CH:31]=[CH:32][CH:33]=[C:34]2[C:38]=1[C:37]([CH2:40][C:41]1[CH:46]=[C:45]([O:47][CH3:48])[CH:44]=[C:43]([O:49][CH3:50])[CH:42]=1)(O)[CH2:36][CH2:35]2)([C:25]([CH3:28])([CH3:27])[CH3:26])([CH3:24])[CH3:23].C1(C)C=CC(S(O)(=O)=O)=CC=1.[C:62]([Si:66]([O:69][C:70]1[CH:78]=[CH:77][CH:76]=[C:75]2[C:71]=1/[C:72](=[CH:79]/[C:80]1[CH:85]=[C:84]([O:86][CH3:87])[CH:83]=[C:82]([O:88][CH3:89])[CH:81]=1)/[CH2:73][CH2:74]2)([CH3:68])[CH3:67])([CH3:65])([CH3:64])[CH3:63]. (4) The reactants are: C([O:5][C:6](=[O:41])[C:7]1[CH:12]=[C:11]([C:13]2[CH:14]=[C:15]3[C:21]([C:22]4[CH:27]=[CH:26][CH:25]=[CH:24][C:23]=4[O:28][CH3:29])=[CH:20][N:19]([S:30]([C:33]4[CH:38]=[CH:37][C:36]([CH3:39])=[CH:35][CH:34]=4)(=[O:32])=[O:31])[C:16]3=[N:17][CH:18]=2)[CH:10]=[CH:9][C:8]=1[NH2:40])(C)(C)C.ClCCl.[F:45][C:46]([F:51])([F:50])[C:47]([OH:49])=[O:48]. Given the product [F:45][C:46]([F:51])([F:50])[C:47]([OH:49])=[O:48].[NH2:40][C:8]1[CH:9]=[CH:10][C:11]([C:13]2[CH:14]=[C:15]3[C:21]([C:22]4[CH:27]=[CH:26][CH:25]=[CH:24][C:23]=4[O:28][CH3:29])=[CH:20][N:19]([S:30]([C:33]4[CH:34]=[CH:35][C:36]([CH3:39])=[CH:37][CH:38]=4)(=[O:31])=[O:32])[C:16]3=[N:17][CH:18]=2)=[CH:12][C:7]=1[C:6]([OH:41])=[O:5], predict the reactants needed to synthesize it.